This data is from NCI-60 drug combinations with 297,098 pairs across 59 cell lines. The task is: Regression. Given two drug SMILES strings and cell line genomic features, predict the synergy score measuring deviation from expected non-interaction effect. (1) Drug 1: CCCCCOC(=O)NC1=NC(=O)N(C=C1F)C2C(C(C(O2)C)O)O. Drug 2: CC(C)NC(=O)C1=CC=C(C=C1)CNNC.Cl. Cell line: IGROV1. Synergy scores: CSS=-3.42, Synergy_ZIP=3.16, Synergy_Bliss=3.15, Synergy_Loewe=-0.202, Synergy_HSA=-0.406. (2) Drug 1: CCC(=C(C1=CC=CC=C1)C2=CC=C(C=C2)OCCN(C)C)C3=CC=CC=C3.C(C(=O)O)C(CC(=O)O)(C(=O)O)O. Drug 2: C1CNP(=O)(OC1)N(CCCl)CCCl. Cell line: NCI-H322M. Synergy scores: CSS=-1.41, Synergy_ZIP=-0.676, Synergy_Bliss=-3.06, Synergy_Loewe=-2.66, Synergy_HSA=-3.77. (3) Drug 1: C1=CC(=CC=C1CC(C(=O)O)N)N(CCCl)CCCl.Cl. Drug 2: CCC1(CC2CC(C3=C(CCN(C2)C1)C4=CC=CC=C4N3)(C5=C(C=C6C(=C5)C78CCN9C7C(C=CC9)(C(C(C8N6C=O)(C(=O)OC)O)OC(=O)C)CC)OC)C(=O)OC)O.OS(=O)(=O)O. Cell line: RPMI-8226. Synergy scores: CSS=42.1, Synergy_ZIP=-1.15, Synergy_Bliss=3.48, Synergy_Loewe=-38.7, Synergy_HSA=-1.78.